This data is from Forward reaction prediction with 1.9M reactions from USPTO patents (1976-2016). The task is: Predict the product of the given reaction. Given the reactants [N:1]([C@H:4]1[CH2:12][N:11]2[C@H:6]([CH:7]=[C:8]([C:13]3[C:14]([C:25]4[CH:30]=[CH:29][N:28]=[CH:27][CH:26]=4)=[C:15]([C:18]4[CH:23]=[CH:22][C:21]([F:24])=[CH:20][CH:19]=4)[NH:16][CH:17]=3)[CH2:9][CH2:10]2)[CH2:5]1)=[N+]=[N-].O.C1(P(C2C=CC=CC=2)C2C=CC=CC=2)C=CC=CC=1, predict the reaction product. The product is: [NH2:1][C@H:4]1[CH2:12][N:11]2[C@H:6]([CH:7]=[C:8]([C:13]3[C:14]([C:25]4[CH:26]=[CH:27][N:28]=[CH:29][CH:30]=4)=[C:15]([C:18]4[CH:19]=[CH:20][C:21]([F:24])=[CH:22][CH:23]=4)[NH:16][CH:17]=3)[CH2:9][CH2:10]2)[CH2:5]1.